Dataset: Reaction yield outcomes from USPTO patents with 853,638 reactions. Task: Predict the reaction yield, written as a fraction of the theoretical maximum amount of product (1.0 means a 100% yield; for example, 0.34 means a 34% yield). (1) The reactants are [N:1]1([CH2:6][CH2:7][C:8]([OH:10])=[O:9])[CH2:5][CH2:4][CH2:3][CH2:2]1.C1(N=C=NC2CCCCC2)CCCCC1.[CH3:26][O:27][C:28]([N:30]1[C@@H:38]2[C@@H:33]([C@@:34](O)([C:39]#[C:40][C:41]3[CH:42]=[C:43]([CH3:47])[CH:44]=[CH:45][CH:46]=3)[CH2:35][CH2:36][CH2:37]2)[CH2:32][CH2:31]1)=[O:29]. The catalyst is ClCCl.CN(C)C1C=CN=CC=1. The product is [CH3:26][O:27][C:28]([N:30]1[C@H:38]2[C@H:33]([C@:34]([O:9][C:8](=[O:10])[CH2:7][CH2:6][N:1]3[CH2:5][CH2:4][CH2:3][CH2:2]3)([C:39]#[C:40][C:41]3[CH:42]=[C:43]([CH3:47])[CH:44]=[CH:45][CH:46]=3)[CH2:35][CH2:36][CH2:37]2)[CH2:32][CH2:31]1)=[O:29]. The yield is 0.350. (2) The reactants are [Cl:1][C:2]1[N:3]=[N:4][C:5]([Cl:8])=[CH:6][CH:7]=1.[Cl-:9].[Cl-].[Cl-].[Al+3].ClCl. The catalyst is ClC(Cl)Cl. The product is [Cl:1][C:2]1[N:3]=[N:4][C:5]([Cl:8])=[CH:6][C:7]=1[Cl:9]. The yield is 0.550. (3) The reactants are [Cl:1][C:2]1[CH:7]=[CH:6][CH:5]=[CH:4][C:3]=1[C@H:8]([N:10]([CH2:33][C:34]1[CH:39]=[CH:38][C:37]([C:40]([O:42][CH3:43])=[O:41])=[CH:36][CH:35]=1)[C:11]([C@@H:13]1[CH2:22][C:21]2[C:16](=[CH:17][CH:18]=[CH:19][CH:20]=2)[CH2:15][N:14]1C(OCC1C=CC=CC=1)=O)=[O:12])[CH3:9].B(Br)(Br)Br.CO. The catalyst is ClCCCl. The product is [Cl:1][C:2]1[CH:7]=[CH:6][CH:5]=[CH:4][C:3]=1[C@H:8]([N:10]([CH2:33][C:34]1[CH:35]=[CH:36][C:37]([C:40]([O:42][CH3:43])=[O:41])=[CH:38][CH:39]=1)[C:11]([C@@H:13]1[CH2:22][C:21]2[C:16](=[CH:17][CH:18]=[CH:19][CH:20]=2)[CH2:15][NH:14]1)=[O:12])[CH3:9]. The yield is 0.700. (4) The reactants are Cl[C:2]1[CH:7]=[CH:6][C:5]([C:8]#[N:9])=[CH:4][N:3]=1.[CH2:10]([NH2:13])[CH2:11][NH2:12]. The catalyst is C(#N)C. The product is [NH2:12][CH2:11][CH2:10][NH:13][C:2]1[N:3]=[CH:4][C:5]([C:8]#[N:9])=[CH:6][CH:7]=1. The yield is 0.780.